From a dataset of Full USPTO retrosynthesis dataset with 1.9M reactions from patents (1976-2016). Predict the reactants needed to synthesize the given product. Given the product [O:7]([C:11]1[C:20]2[CH:21]=[CH:22][S:23][C:19]=2[C:18]2[CH:17]=[CH:16][C:15]([C:24]#[N:25])=[CH:14][C:13]=2[N:12]=1)[C:1]1[CH:6]=[CH:5][CH:4]=[CH:3][CH:2]=1, predict the reactants needed to synthesize it. The reactants are: [C:1]1([OH:7])[CH:6]=[CH:5][CH:4]=[CH:3][CH:2]=1.[H-].[Na+].Cl[C:11]1[C:20]2[CH:21]=[CH:22][S:23][C:19]=2[C:18]2[CH:17]=[CH:16][C:15]([C:24]#[N:25])=[CH:14][C:13]=2[N:12]=1.O.